From a dataset of Forward reaction prediction with 1.9M reactions from USPTO patents (1976-2016). Predict the product of the given reaction. (1) Given the reactants BrN1C(C)(C)C(=O)N(Br)C1=O.[CH3:12][CH:13]1[CH:18]2[CH2:19][CH2:20][C:21]3[C:25]([C:17]2([C:32]2[CH:37]=[CH:36][CH:35]=[CH:34][CH:33]=2)[CH2:16][CH:15]([C:38]#[N:39])[C:14]1=[O:40])=[N:24][NH:23][C:22]=3[C:26]1[CH:31]=[CH:30][CH:29]=[CH:28][CH:27]=1.N1C=CC=CC=1, predict the reaction product. The product is: [CH3:12][CH:13]1[CH:18]2[CH2:19][CH2:20][C:21]3[C:22]([C:26]4[CH:27]=[CH:28][CH:29]=[CH:30][CH:31]=4)=[N:23][NH:24][C:25]=3[C:17]2([C:32]2[CH:37]=[CH:36][CH:35]=[CH:34][CH:33]=2)[CH:16]=[C:15]([C:38]#[N:39])[C:14]1=[O:40]. (2) Given the reactants C(O[C:5](=[O:7])[CH3:6])(=O)C.[NH2:8][C:9]1[CH:14]=[CH:13][C:12](/[C:15](/[C:22]2[NH:27][C:26](=[O:28])[C:25]([Cl:29])=[CH:24][CH:23]=2)=[CH:16]\[CH:17]2[CH2:21][CH2:20][CH2:19][CH2:18]2)=[CH:11][CH:10]=1.C(=O)(O)[O-].[Na+], predict the reaction product. The product is: [Cl:29][C:25]1[C:26](=[O:28])[NH:27][C:22](/[C:15](/[C:12]2[CH:13]=[CH:14][C:9]([NH:8][C:5](=[O:7])[CH3:6])=[CH:10][CH:11]=2)=[CH:16]/[CH:17]2[CH2:21][CH2:20][CH2:19][CH2:18]2)=[CH:23][CH:24]=1. (3) Given the reactants [C:1]([Si:5]([CH3:13])([CH3:12])[O:6][CH2:7][C@:8]1([CH3:11])[CH2:10][O:9]1)([CH3:4])([CH3:3])[CH3:2].[CH2:14]([CH2:16][NH2:17])[OH:15], predict the reaction product. The product is: [Si:5]([O:6][CH2:7][C@@:8]([CH3:11])([OH:9])[CH2:10][NH:17][CH2:16][CH2:14][OH:15])([C:1]([CH3:4])([CH3:3])[CH3:2])([CH3:13])[CH3:12]. (4) The product is: [CH3:1][C:2]1[N:3]([S:35]([C:29]2[CH:34]=[CH:33][CH:32]=[CH:31][CH:30]=2)(=[O:37])=[O:36])[C:4]2[C:9]([C:10]=1[C:11]([N:13]1[CH2:14][CH2:15][C:16]3([C:22]4[CH:23]=[CH:24][CH:25]=[CH:26][C:21]=4[CH2:20][O:19]3)[CH2:17][CH2:18]1)=[O:12])=[CH:8][CH:7]=[CH:6][CH:5]=2. Given the reactants [CH3:1][C:2]1[NH:3][C:4]2[C:9]([C:10]=1[C:11]([N:13]1[CH2:18][CH2:17][C:16]3([C:22]4[CH:23]=[CH:24][CH:25]=[CH:26][C:21]=4[CH2:20][O:19]3)[CH2:15][CH2:14]1)=[O:12])=[CH:8][CH:7]=[CH:6][CH:5]=2.[H-].[Na+].[C:29]1([S:35](Cl)(=[O:37])=[O:36])[CH:34]=[CH:33][CH:32]=[CH:31][CH:30]=1, predict the reaction product. (5) Given the reactants [Cl:1][C:2]1[CH:10]=[C:9]([C:11]2[O:12][CH:13]=[C:14]([CH3:16])[N:15]=2)[CH:8]=[CH:7][C:3]=1[C:4](O)=[O:5].S(Cl)([Cl:19])=O.CN1CCCC1=O, predict the reaction product. The product is: [Cl:1][C:2]1[CH:10]=[C:9]([C:11]2[O:12][CH:13]=[C:14]([CH3:16])[N:15]=2)[CH:8]=[CH:7][C:3]=1[C:4]([Cl:19])=[O:5]. (6) Given the reactants I[C:2]1[CH:7]=[CH:6][CH:5]=[CH:4][C:3]=1[N+:8]([O-:10])=[O:9].[NH:11]1[C:19]2[C:14](=[CH:15][C:16]([CH2:20][N:21]3[CH2:26][CH2:25][CH:24]([C:27]4[CH:28]=[C:29]([NH:33][C:34](=[O:38])[CH:35]([CH3:37])[CH3:36])[CH:30]=[CH:31][CH:32]=4)[CH2:23][CH2:22]3)=[CH:17][CH:18]=2)[CH:13]=[CH:12]1, predict the reaction product. The product is: [CH3:36][CH:35]([CH3:37])[C:34]([NH:33][C:29]1[CH:30]=[CH:31][CH:32]=[C:27]([CH:24]2[CH2:23][CH2:22][N:21]([CH2:20][C:16]3[CH:15]=[C:14]4[C:19](=[CH:18][CH:17]=3)[N:11]([C:2]3[CH:7]=[CH:6][CH:5]=[CH:4][C:3]=3[N+:8]([O-:10])=[O:9])[CH:12]=[CH:13]4)[CH2:26][CH2:25]2)[CH:28]=1)=[O:38]. (7) Given the reactants O[C:2]([C:23]1[CH:28]=[CH:27][CH:26]=[C:25]([C:29]([F:32])([F:31])[F:30])[CH:24]=1)([C:13]1[CH:18]=[CH:17][CH:16]=[C:15]([C:19]([F:22])([F:21])[F:20])[CH:14]=1)[C:3]1[S:7][C:6]([C:8]([O:10][CH2:11][CH3:12])=[O:9])=[CH:5][CH:4]=1.B(F)(F)F.O(CC)CC.C([SiH](CC)CC)C, predict the reaction product. The product is: [F:32][C:29]([F:30])([F:31])[C:25]1[CH:24]=[C:23]([CH:2]([C:13]2[CH:18]=[CH:17][CH:16]=[C:15]([C:19]([F:22])([F:21])[F:20])[CH:14]=2)[C:3]2[S:7][C:6]([C:8]([O:10][CH2:11][CH3:12])=[O:9])=[CH:5][CH:4]=2)[CH:28]=[CH:27][CH:26]=1. (8) Given the reactants [F:1][C:2]([F:19])([F:18])[O:3][C:4]1[CH:9]=[CH:8][C:7]([NH:10][CH:11]([CH2:16][CH3:17])[C:12]([O:14]C)=[O:13])=[CH:6][CH:5]=1.[OH-].[Na+], predict the reaction product. The product is: [F:1][C:2]([F:18])([F:19])[O:3][C:4]1[CH:5]=[CH:6][C:7]([NH:10][CH:11]([CH2:16][CH3:17])[C:12]([OH:14])=[O:13])=[CH:8][CH:9]=1. (9) Given the reactants [C:1]1([CH2:11][C@H:12]2[C:16](=[O:17])[O:15][CH2:14][N:13]2[C:18]([O:20][CH2:21][CH:22]2[C:34]3[CH:33]=[CH:32][CH:31]=[CH:30][C:29]=3[C:28]3[C:23]2=[CH:24][CH:25]=[CH:26][CH:27]=3)=[O:19])[C:10]2[C:5](=[CH:6][CH:7]=[CH:8][CH:9]=2)[CH:4]=[CH:3][CH:2]=1.FC(F)(F)C(O)=O.C([SiH](CC)CC)C, predict the reaction product. The product is: [CH:24]1[C:23]2[CH:22]([CH2:21][O:20][C:18]([N:13]([CH3:14])[C@@H:12]([CH2:11][C:1]3[C:10]4[C:5](=[CH:6][CH:7]=[CH:8][CH:9]=4)[CH:4]=[CH:3][CH:2]=3)[C:16]([OH:17])=[O:15])=[O:19])[C:34]3[C:29](=[CH:30][CH:31]=[CH:32][CH:33]=3)[C:28]=2[CH:27]=[CH:26][CH:25]=1. (10) Given the reactants [Br:1][C:2]1[C:11]([Br:12])=[C:10]([N+:13]([O-])=O)[C:9]2[N:16]=[C:17]([Cl:18])[N:7]3[C:8]=2[C:3]=1[CH2:4][CH2:5][CH2:6]3.Cl[Sn]Cl, predict the reaction product. The product is: [Br:1][C:2]1[C:11]([Br:12])=[C:10]([NH2:13])[C:9]2[N:16]=[C:17]([Cl:18])[N:7]3[C:8]=2[C:3]=1[CH2:4][CH2:5][CH2:6]3.